Dataset: Catalyst prediction with 721,799 reactions and 888 catalyst types from USPTO. Task: Predict which catalyst facilitates the given reaction. (1) Reactant: Br[CH2:2][CH2:3][CH2:4][N:5]1[CH2:10][C:9](=[O:11])[C:8]2[N:12]([CH3:15])[CH:13]=[CH:14][C:7]=2[S:6]1(=[O:17])=[O:16].[F:18][C:19]1[CH:24]=[CH:23][C:22]([N:25]2[CH2:30][CH2:29][NH:28][CH2:27][CH2:26]2)=[CH:21][CH:20]=1.C(=O)([O-])O.[Na+]. Product: [F:18][C:19]1[CH:20]=[CH:21][C:22]([N:25]2[CH2:30][CH2:29][N:28]([CH2:2][CH2:3][CH2:4][N:5]3[CH2:10][C:9](=[O:11])[C:8]4[N:12]([CH3:15])[CH:13]=[CH:14][C:7]=4[S:6]3(=[O:17])=[O:16])[CH2:27][CH2:26]2)=[CH:23][CH:24]=1. The catalyst class is: 12. (2) Reactant: [C:1]([N:8]1[CH2:13][CH2:12][NH:11][CH2:10][CH2:9]1)([O:3][C:4]([CH3:7])([CH3:6])[CH3:5])=[O:2].[Br:14][C:15]1[CH:22]=[CH:21][C:18]([CH2:19]Br)=[CH:17][CH:16]=1.C([O-])([O-])=O.[K+].[K+]. Product: [C:4]([O:3][C:1]([N:8]1[CH2:9][CH2:10][N:11]([CH2:19][C:18]2[CH:21]=[CH:22][C:15]([Br:14])=[CH:16][CH:17]=2)[CH2:12][CH2:13]1)=[O:2])([CH3:7])([CH3:6])[CH3:5]. The catalyst class is: 5. (3) Reactant: CC[O-].[Na+].[F:5][C:6]([F:16])([F:15])[C:7]1[CH:8]=[C:9]([NH:13][NH2:14])[CH:10]=[CH:11][CH:12]=1.[C:17](#[N:21])/[CH:18]=[CH:19]/[CH3:20]. Product: [CH3:20][CH:19]1[N:13]([C:9]2[CH:10]=[CH:11][CH:12]=[C:7]([C:6]([F:15])([F:16])[F:5])[CH:8]=2)[N:14]=[C:17]([NH2:21])[CH2:18]1. The catalyst class is: 8. (4) Reactant: [C:1]([C:3]1[CH:8]=[CH:7][C:6]([CH:9]2[N:13]3[C:14]([CH:17]=[O:18])=[CH:15][N:16]=[C:12]3[CH2:11][CH2:10]2)=[CH:5][CH:4]=1)#[N:2].CC(=CC)C.Cl([O-])=[O:25].[Na+].O.P([O-])(O)(O)=O.[Na+]. Product: [C:1]([C:3]1[CH:8]=[CH:7][C:6]([CH:9]2[N:13]3[C:14]([C:17]([OH:25])=[O:18])=[CH:15][N:16]=[C:12]3[CH2:11][CH2:10]2)=[CH:5][CH:4]=1)#[N:2]. The catalyst class is: 371. (5) Reactant: [Cl:1][C:2]1[C:3]([O:10][CH2:11][CH2:12][CH2:13][O:14][C:15]2[CH:20]=[CH:19][C:18]([C:21]([F:24])([F:23])[F:22])=[CH:17][N:16]=2)=[C:4]([I:9])[CH:5]=[C:6]([OH:8])[CH:7]=1.[Cl:25][C:26]([Cl:30])=[CH:27][CH2:28]Cl.C(=O)([O-])[O-].[K+].[K+].[I-].[Na+]. Product: [Cl:1][C:2]1[C:3]([O:10][CH2:11][CH2:12][CH2:13][O:14][C:15]2[CH:20]=[CH:19][C:18]([C:21]([F:24])([F:22])[F:23])=[CH:17][N:16]=2)=[C:4]([I:9])[CH:5]=[C:6]([O:8][CH2:28][CH:27]=[C:26]([Cl:30])[Cl:25])[CH:7]=1. The catalyst class is: 21. (6) Reactant: [CH3:1][O:2][C:3]1[CH:4]=[C:5](B(O)O)[CH:6]=[CH:7][CH:8]=1.[CH3:12][O:13][C:14](=[O:26])[CH:15]=[CH:16][C:17]1[CH:25]=[C:24]2[C:20]([CH:21]=[CH:22][NH:23]2)=[CH:19][CH:18]=1. Product: [CH3:12][O:13][C:14](=[O:26])[CH2:15][CH:16]([C:17]1[CH:25]=[C:24]2[C:20]([CH:21]=[CH:22][NH:23]2)=[CH:19][CH:18]=1)[C:5]1[CH:6]=[CH:7][CH:8]=[C:3]([O:2][CH3:1])[CH:4]=1. The catalyst class is: 6.